From a dataset of Catalyst prediction with 721,799 reactions and 888 catalyst types from USPTO. Predict which catalyst facilitates the given reaction. (1) Reactant: FC(F)(F)C(O)=O.[NH2:8][C:9]1[C:18]2[N:19]=[C:20]([CH2:32][CH2:33][CH2:34][CH3:35])[N:21]([CH2:22][CH2:23][NH:24]C(=O)OC(C)(C)C)[C:17]=2[C:16]2[CH:15]=[CH:14][CH:13]=[CH:12][C:11]=2[N:10]=1. Product: [NH2:8][C:9]1[C:18]2[N:19]=[C:20]([CH2:32][CH2:33][CH2:34][CH3:35])[N:21]([CH2:22][CH2:23][NH2:24])[C:17]=2[C:16]2[CH:15]=[CH:14][CH:13]=[CH:12][C:11]=2[N:10]=1. The catalyst class is: 10. (2) Reactant: [Cl:1][C:2]1[C:7]([Cl:8])=[CH:6][CH:5]=[CH:4][C:3]=1/[CH:9]=[CH:10]/[C:11]([C:13]1[CH:18]=[CH:17][C:16]([OH:19])=[C:15]([CH3:20])[CH:14]=1)=O.[NH2:21][C:22]([NH2:24])=[O:23]. Product: [Cl:1][C:2]1[C:7]([Cl:8])=[CH:6][CH:5]=[CH:4][C:3]=1[C:9]1[NH:24][C:22](=[O:23])[N:21]=[C:11]([C:13]2[CH:18]=[CH:17][C:16]([OH:19])=[C:15]([CH3:20])[CH:14]=2)[CH:10]=1. The catalyst class is: 89.